The task is: Predict which catalyst facilitates the given reaction.. This data is from Catalyst prediction with 721,799 reactions and 888 catalyst types from USPTO. (1) Reactant: [CH2:1]([O:3][C:4](=[O:19])[C:5]1[CH:10]=[CH:9][C:8]([O:11][CH:12]2[CH2:17][CH2:16][CH:15]([NH2:18])[CH2:14][CH2:13]2)=[CH:7][CH:6]=1)[CH3:2].[CH:20]1([C:23](Cl)=[O:24])[CH2:22][CH2:21]1.O. Product: [CH2:1]([O:3][C:4](=[O:19])[C:5]1[CH:6]=[CH:7][C:8]([O:11][CH:12]2[CH2:17][CH2:16][CH:15]([NH:18][C:23]([CH:20]3[CH2:22][CH2:21]3)=[O:24])[CH2:14][CH2:13]2)=[CH:9][CH:10]=1)[CH3:2]. The catalyst class is: 2. (2) Reactant: Cl[C:2]1[CH:7]=[CH:6][C:5]([C:8]#[C:9][C:10]2[N:11]=[C:12]([CH3:15])[S:13][CH:14]=2)=[CH:4][N:3]=1.[CH3:16][C:17]1[CH:22]=[CH:21][CH:20]=[CH:19][C:18]=1B(O)O.C(=O)([O-])[O-].[K+].[K+]. Product: [CH3:16][C:17]1[CH:22]=[CH:21][CH:20]=[CH:19][C:18]=1[C:2]1[CH:7]=[CH:6][C:5]([C:8]#[C:9][C:10]2[N:11]=[C:12]([CH3:15])[S:13][CH:14]=2)=[CH:4][N:3]=1. The catalyst class is: 235. (3) Reactant: [CH3:1][O:2][C:3]1[CH:4]=[CH:5][C:6]([N+:12]([O-:14])=[O:13])=[C:7]([CH:11]=1)[C:8](O)=[O:9].C[N:16](C=O)C.C(Cl)(=O)C(Cl)=O.N. Product: [CH3:1][O:2][C:3]1[CH:4]=[CH:5][C:6]([N+:12]([O-:14])=[O:13])=[C:7]([CH:11]=1)[C:8]([NH2:16])=[O:9]. The catalyst class is: 1. (4) Reactant: S(=O)(=O)(O)O.[C:6](O)(=O)C.[Br:10][C:11]1[CH:16]=[CH:15][C:14]([CH2:17][CH2:18][NH:19][C:20](=[O:25])[C:21]([F:24])([F:23])[F:22])=[CH:13][CH:12]=1.C=O. Product: [Br:10][C:11]1[CH:12]=[C:13]2[C:14]([CH2:17][CH2:18][N:19]([C:20](=[O:25])[C:21]([F:23])([F:24])[F:22])[CH2:6]2)=[CH:15][CH:16]=1. The catalyst class is: 6. (5) Reactant: [Cl:1][C:2]1[CH:7]=[CH:6][C:5]([N:8]2[CH2:13][CH2:12][N:11]([C:14](=[O:26])[CH2:15][N:16]3[C:20]4[CH:21]=[CH:22][CH:23]=[CH:24][C:19]=4[NH:18][C:17]3=[O:25])[CH2:10][CH2:9]2)=[CH:4][C:3]=1[O:27][CH3:28].IC.[C:31]([O-])([O-])=O.[Cs+].[Cs+]. Product: [Cl:1][C:2]1[CH:7]=[CH:6][C:5]([N:8]2[CH2:9][CH2:10][N:11]([C:14](=[O:26])[CH2:15][N:16]3[C:20]4[CH:21]=[CH:22][CH:23]=[CH:24][C:19]=4[N:18]([CH3:31])[C:17]3=[O:25])[CH2:12][CH2:13]2)=[CH:4][C:3]=1[O:27][CH3:28]. The catalyst class is: 37.